From a dataset of Full USPTO retrosynthesis dataset with 1.9M reactions from patents (1976-2016). Predict the reactants needed to synthesize the given product. (1) Given the product [CH2:18]([O:25][C:26]1[CH:27]=[CH:28][C:29]([C:30]2[O:1][N:2]=[C:3]([C:4]3[CH:5]=[CH:6][C:7]([O:10][C:11]4[CH:16]=[CH:15][N:14]=[CH:13][CH:12]=4)=[CH:8][CH:9]=3)[N:17]=2)=[CH:33][CH:34]=1)[C:19]1[CH:20]=[CH:21][CH:22]=[CH:23][CH:24]=1, predict the reactants needed to synthesize it. The reactants are: [OH:1]/[N:2]=[C:3](\[NH2:17])/[C:4]1[CH:9]=[CH:8][C:7]([O:10][C:11]2[CH:16]=[CH:15][N:14]=[CH:13][CH:12]=2)=[CH:6][CH:5]=1.[CH2:18]([O:25][C:26]1[CH:34]=[CH:33][C:29]([C:30](Cl)=O)=[CH:28][CH:27]=1)[C:19]1[CH:24]=[CH:23][CH:22]=[CH:21][CH:20]=1. (2) Given the product [CH3:28][O:27][C:24]1[CH:23]=[CH:22][C:21]([CH:20]([NH:29][C:30](=[O:34])[C@@H:31]([CH3:33])[NH:32][CH2:10][C@H:9]([OH:11])[CH2:8][O:1][C:2]2[CH:3]=[CH:4][CH:5]=[CH:6][CH:7]=2)[C:17]2[CH:18]=[CH:19][C:14]([O:13][CH3:12])=[CH:15][CH:16]=2)=[CH:26][CH:25]=1, predict the reactants needed to synthesize it. The reactants are: [O:1]([CH2:8][C@H:9]1[O:11][CH2:10]1)[C:2]1[CH:7]=[CH:6][CH:5]=[CH:4][CH:3]=1.[CH3:12][O:13][C:14]1[CH:19]=[CH:18][C:17]([CH:20]([NH:29][C:30](=[O:34])[C@@H:31]([CH3:33])[NH2:32])[C:21]2[CH:26]=[CH:25][C:24]([O:27][CH3:28])=[CH:23][CH:22]=2)=[CH:16][CH:15]=1. (3) Given the product [C:1]([O:4][CH2:5][C:6]([CH3:34])([CH3:35])[CH2:7][N:8]1[C:14]2[CH:15]=[CH:16][C:17]([Cl:19])=[CH:18][C:13]=2[C@@H:12]([C:20]2[CH:25]=[CH:24][CH:23]=[C:22]([O:26][CH3:27])[C:21]=2[O:28][CH3:29])[O:11][C@H:10]([CH2:30][CH2:31][C:38]#[N:39])[C:9]1=[O:33])(=[O:3])[CH3:2], predict the reactants needed to synthesize it. The reactants are: [C:1]([O:4][CH2:5][C:6]([CH3:35])([CH3:34])[CH2:7][N:8]1[C:14]2[CH:15]=[CH:16][C:17]([Cl:19])=[CH:18][C:13]=2[C@@H:12]([C:20]2[CH:25]=[CH:24][CH:23]=[C:22]([O:26][CH3:27])[C:21]=2[O:28][CH3:29])[O:11][C@H:10]([CH2:30][CH2:31]O)[C:9]1=[O:33])(=[O:3])[CH3:2].CC(C)(O)[C:38]#[N:39].C1(C)C=CC=CC=1.N(C(N1CCCCC1)=O)=NC(N1CCCCC1)=O. (4) Given the product [F:1][C:2]1[CH:17]=[CH:16][C:5]2[C:6](=[CH2:18])[C:7]3[C:8]([CH2:13][CH2:14][C:4]=2[CH:3]=1)=[N:9][CH:10]=[CH:11][CH:12]=3, predict the reactants needed to synthesize it. The reactants are: [F:1][C:2]1[CH:17]=[CH:16][C:5]2[C:6](=O)[C:7]3[C:8]([CH2:13][CH2:14][C:4]=2[CH:3]=1)=[N:9][CH:10]=[CH:11][CH:12]=3.[CH3:18][Mg]Br.[Cl-].[NH4+]. (5) Given the product [C:22]([O:26][C:27](=[O:49])[CH2:28][C@H:29]([C:39]1[O:40][CH:41]=[C:42]([C:44]([O:46][CH2:47][CH3:48])=[O:45])[N:43]=1)[CH2:30][CH2:31][CH2:32][CH:33]1[CH2:38][CH2:37][CH2:36][CH2:35][CH2:34]1)([CH3:25])([CH3:24])[CH3:23], predict the reactants needed to synthesize it. The reactants are: C1N2CN3CN(C2)CN1C3.C1CCN2C(=NCCC2)CC1.[C:22]([O:26][C:27](=[O:49])[CH2:28][C@H:29]([C:39]1[O:40][CH2:41][C@@H:42]([C:44]([O:46][CH2:47][CH3:48])=[O:45])[N:43]=1)[CH2:30][CH2:31][CH2:32][CH:33]1[CH2:38][CH2:37][CH2:36][CH2:35][CH2:34]1)([CH3:25])([CH3:24])[CH3:23].